From a dataset of Peptide-MHC class I binding affinity with 185,985 pairs from IEDB/IMGT. Regression. Given a peptide amino acid sequence and an MHC pseudo amino acid sequence, predict their binding affinity value. This is MHC class I binding data. (1) The peptide sequence is FLPQIGGEA. The MHC is HLA-A02:02 with pseudo-sequence HLA-A02:02. The binding affinity (normalized) is 0.718. (2) The peptide sequence is NTDEIPELI. The MHC is HLA-C05:01 with pseudo-sequence HLA-C05:01. The binding affinity (normalized) is 0.562. (3) The peptide sequence is KLTFLDVEV. The MHC is HLA-A02:01 with pseudo-sequence HLA-A02:01. The binding affinity (normalized) is 0.680. (4) The peptide sequence is RYSIFFDY. The MHC is HLA-A02:02 with pseudo-sequence HLA-A02:02. The binding affinity (normalized) is 0. (5) The peptide sequence is ATVRSTLPI. The MHC is H-2-Kb with pseudo-sequence H-2-Kb. The binding affinity (normalized) is 0.108. (6) The peptide sequence is LTAALLSLV. The MHC is HLA-A02:01 with pseudo-sequence HLA-A02:01. The binding affinity (normalized) is 0.750.